From a dataset of Forward reaction prediction with 1.9M reactions from USPTO patents (1976-2016). Predict the product of the given reaction. (1) Given the reactants [Si]([O:8][CH:9]1[CH2:12][N:11]([C:13]([C:15]2[S:23][C:22]3[C:17](=[N:18][CH:19]=[CH:20][C:21]=3Cl)[CH:16]=2)=[O:14])[CH2:10]1)(C(C)(C)C)(C)C.[F:25][C:26]1[CH:43]=[C:42]([N+:44]([O-:46])=[O:45])[CH:41]=[CH:40][C:27]=1[O:28]C1C=CN=C2C=C(SC)SC=12, predict the reaction product. The product is: [F:25][C:26]1[CH:43]=[C:42]([N+:44]([O-:46])=[O:45])[CH:41]=[CH:40][C:27]=1[O:28][C:21]1[CH:20]=[CH:19][N:18]=[C:17]2[CH:16]=[C:15]([C:13]([N:11]3[CH2:10][CH:9]([OH:8])[CH2:12]3)=[O:14])[S:23][C:22]=12. (2) Given the reactants [C:1]([O:5][C:6]([N:8]1[C:16]2[C:11](=[CH:12][C:13](Br)=[CH:14][CH:15]=2)[CH:10]=[N:9]1)=[O:7])([CH3:4])([CH3:3])[CH3:2].[B:18]1([B:18]2[O:22][C:21]([CH3:24])([CH3:23])[C:20]([CH3:26])([CH3:25])[O:19]2)[O:22][C:21]([CH3:24])([CH3:23])[C:20]([CH3:26])([CH3:25])[O:19]1.C([O-])(=O)C.[K+].C(Cl)Cl, predict the reaction product. The product is: [C:1]([O:5][C:6]([N:8]1[C:16]2[C:11](=[CH:12][C:13]([B:18]3[O:22][C:21]([CH3:24])([CH3:23])[C:20]([CH3:26])([CH3:25])[O:19]3)=[CH:14][CH:15]=2)[CH:10]=[N:9]1)=[O:7])([CH3:4])([CH3:3])[CH3:2]. (3) Given the reactants [CH3:1][C:2]1O[C:6](=[O:8])[CH:5]=[C:4]([OH:9])[CH:3]=1.[CH3:10][S:11][C:12]1[CH:19]=[CH:18][CH:17]=[CH:16][C:13]=1[CH2:14][NH2:15], predict the reaction product. The product is: [CH3:10][S:11][C:12]1[CH:19]=[CH:18][CH:17]=[CH:16][C:13]=1[CH2:14][N:15]1[C:2]([CH3:1])=[CH:3][C:4]([OH:9])=[CH:5][C:6]1=[O:8]. (4) Given the reactants Cl[C:2]1[C:7]([C:8]([O:10][CH2:11][CH3:12])=[O:9])=[CH:6][N:5]=[C:4]([S:13][CH3:14])[N:3]=1.Cl.[Cl:16][C:17]1[CH:18]=[C:19]([CH:22]=[CH:23][C:24]=1[O:25][CH3:26])[CH2:20][NH2:21].C(N(CC)CC)C, predict the reaction product. The product is: [Cl:16][C:17]1[CH:18]=[C:19]([CH:22]=[CH:23][C:24]=1[O:25][CH3:26])[CH2:20][NH:21][C:2]1[C:7]([C:8]([O:10][CH2:11][CH3:12])=[O:9])=[CH:6][N:5]=[C:4]([S:13][CH3:14])[N:3]=1. (5) Given the reactants C(OC([NH:8][CH2:9][CH2:10][N:11]1[CH2:16][CH2:15][C:14]2[N:17]=[C:18]([C:20]([NH:22][C@@H:23]3[CH2:28][CH2:27][CH2:26][CH2:25][C@@H:24]3[NH:29][C:30]([C:32]3[NH:33][C:34]4[C:39]([CH:40]=3)=[CH:38][C:37]([Cl:41])=[CH:36][CH:35]=4)=[O:31])=[O:21])[S:19][C:13]=2[CH2:12]1)=O)(C)(C)C.C(O)C.Cl, predict the reaction product. The product is: [ClH:41].[NH2:8][CH2:9][CH2:10][N:11]1[CH2:16][CH2:15][C:14]2[N:17]=[C:18]([C:20]([NH:22][C@@H:23]3[CH2:28][CH2:27][CH2:26][CH2:25][C@@H:24]3[NH:29][C:30]([C:32]3[NH:33][C:34]4[C:39]([CH:40]=3)=[CH:38][C:37]([Cl:41])=[CH:36][CH:35]=4)=[O:31])=[O:21])[S:19][C:13]=2[CH2:12]1. (6) Given the reactants Cl.C(O[C:7]([N:9](C)[CH2:10][CH2:11][CH2:12][CH2:13][CH2:14][C:15]([O:17][CH3:18])=[O:16])=O)(C)(C)C, predict the reaction product. The product is: [CH3:7][NH:9][CH2:10][CH2:11][CH2:12][CH2:13][CH2:14][C:15]([O:17][CH3:18])=[O:16].